This data is from Full USPTO retrosynthesis dataset with 1.9M reactions from patents (1976-2016). The task is: Predict the reactants needed to synthesize the given product. (1) Given the product [Br:22][C:23]1[CH:29]=[CH:28][C:26]([NH:27][CH:12]=[C:4]([C:3](=[O:10])[CH:2]([CH3:1])[CH3:11])[C:5]([O:7][CH2:8][CH3:9])=[O:6])=[CH:25][CH:24]=1, predict the reactants needed to synthesize it. The reactants are: [CH3:1][CH:2]([CH3:11])[C:3](=[O:10])[CH2:4][C:5]([O:7][CH2:8][CH3:9])=[O:6].[CH:12](OCC)(OCC)OCC.[Br:22][C:23]1[CH:29]=[CH:28][C:26]([NH2:27])=[CH:25][CH:24]=1. (2) Given the product [CH2:1]([N:3]1[C:7]2=[N:8][CH:9]=[C:10]([C:20]3[CH2:24][C:23]4([CH2:29][CH2:28][CH2:27][CH2:26][CH2:25]4)[O:22][N:21]=3)[C:11]([NH:12][CH:13]3[CH2:14][CH2:15][C:16](=[O:19])[CH2:17][CH2:18]3)=[C:6]2[CH:5]=[N:4]1)[CH3:2], predict the reactants needed to synthesize it. The reactants are: [CH2:1]([N:3]1[C:7]2=[N:8][CH:9]=[C:10]([C:20]3[CH2:24][C:23]4([CH2:29][CH2:28][CH2:27][CH2:26][CH2:25]4)[O:22][N:21]=3)[C:11]([NH:12][CH:13]3[CH2:18][CH2:17][CH:16]([OH:19])[CH2:15][CH2:14]3)=[C:6]2[CH:5]=[N:4]1)[CH3:2].[Cr](Cl)([O-])(=O)=O.[NH+]1C=CC=CC=1.